This data is from Catalyst prediction with 721,799 reactions and 888 catalyst types from USPTO. The task is: Predict which catalyst facilitates the given reaction. (1) Reactant: [NH2:1][C:2]1[N:7]=[C:6]([CH2:8][N:9]2[C:13]([CH3:15])([CH3:14])[C:12](=[O:16])[N:11]([C:17]3[CH:22]=[CH:21][C:20]([C:23]([CH3:26])([CH3:25])[CH3:24])=[CH:19][CH:18]=3)[C:10]2=[O:27])[CH:5]=[CH:4][N:3]=1.N1C=CC=CC=1.[C:34](Cl)(=[O:42])[O:35][C:36]1[CH:41]=[CH:40][CH:39]=[CH:38][CH:37]=1. Product: [C:23]([C:20]1[CH:19]=[CH:18][C:17]([N:11]2[C:12](=[O:16])[C:13]([CH3:15])([CH3:14])[N:9]([CH2:8][C:6]3[CH:5]=[CH:4][N:3]=[C:2]([NH:1][C:34](=[O:42])[O:35][C:36]4[CH:41]=[CH:40][CH:39]=[CH:38][CH:37]=4)[N:7]=3)[C:10]2=[O:27])=[CH:22][CH:21]=1)([CH3:26])([CH3:25])[CH3:24]. The catalyst class is: 54. (2) Reactant: [NH:1]1[CH2:5][CH2:4][C@@H:3]([CH2:6][C:7]2[N:11]3[C:12]4[CH:18]=[CH:17][N:16]([S:19]([C:22]5[CH:28]=[CH:27][C:25]([CH3:26])=[CH:24][CH:23]=5)(=[O:21])=[O:20])[C:13]=4[N:14]=[CH:15][C:10]3=[N:9][N:8]=2)[CH2:2]1.Cl[C:30]1[CH:35]=[N:34][C:33]([C:36]#[N:37])=[CH:32][N:31]=1.CCN(C(C)C)C(C)C.C(Cl)Cl. Product: [S:19]([N:16]1[C:13]2[N:14]=[CH:15][C:10]3[N:11]([C:7]([CH2:6][C@@H:3]4[CH2:4][CH2:5][N:1]([C:30]5[N:31]=[CH:32][C:33]([C:36]#[N:37])=[N:34][CH:35]=5)[CH2:2]4)=[N:8][N:9]=3)[C:12]=2[CH:18]=[CH:17]1)([C:22]1[CH:23]=[CH:24][C:25]([CH3:26])=[CH:27][CH:28]=1)(=[O:21])=[O:20]. The catalyst class is: 259. (3) Reactant: C(O[C:6](=O)[N:7]([CH2:9][CH2:10][CH2:11][C:12]1[NH:16][C:15]2[CH:17]=[CH:18][CH:19]=[C:20]([NH:21][C:22](=[O:24])[CH3:23])[C:14]=2[N:13]=1)C)(C)(C)C.[ClH:26]. Product: [ClH:26].[CH3:6][NH:7][CH2:9][CH2:10][CH2:11][C:12]1[NH:16][C:15]2[CH:17]=[CH:18][CH:19]=[C:20]([NH:21][C:22](=[O:24])[CH3:23])[C:14]=2[N:13]=1. The catalyst class is: 817. (4) Reactant: Cl[C:2]1[N:3]([C:13]2[CH:18]=[CH:17][CH:16]=[CH:15][CH:14]=2)[C:4]2[C:9]([C:10]=1[CH:11]=[O:12])=[CH:8][CH:7]=[CH:6][CH:5]=2.[NH:19]1[CH2:24][CH2:23][NH:22][CH2:21][CH2:20]1.O1CCOCC1. Product: [N:19]1([C:2]2[N:3]([C:13]3[CH:18]=[CH:17][CH:16]=[CH:15][CH:14]=3)[C:4]3[C:9]([C:10]=2[CH:11]=[O:12])=[CH:8][CH:7]=[CH:6][CH:5]=3)[CH2:24][CH2:23][NH:22][CH2:21][CH2:20]1. The catalyst class is: 6. (5) Reactant: [Cl:1][C:2]1[CH:7]=[CH:6][CH:5]=[CH:4][C:3]=1[C:8]1[C:12]([C:13](OCC)=[O:14])=[CH:11][N:10]([C:18]2[C:23]([CH3:24])=[CH:22][N:21]=[C:20]([NH:25][C:26]([CH:28]3[CH2:30][CH2:29]3)=[O:27])[CH:19]=2)[N:9]=1.CCC(C)[BH-](C(C)CC)C(C)CC.[Li+]. Product: [Cl:1][C:2]1[CH:7]=[CH:6][CH:5]=[CH:4][C:3]=1[C:8]1[C:12]([CH2:13][OH:14])=[CH:11][N:10]([C:18]2[C:23]([CH3:24])=[CH:22][N:21]=[C:20]([NH:25][C:26]([CH:28]3[CH2:29][CH2:30]3)=[O:27])[CH:19]=2)[N:9]=1. The catalyst class is: 1. (6) Reactant: I[C:2]1[C:10]2[C:5](=[N:6][CH:7]=[C:8]([C:11]3C=C[CH:14]=[CH:13][CH:12]=3)[CH:9]=2)[N:4]([S:17]([C:20]2[CH:25]=[CH:24][C:23]([CH3:26])=[CH:22][CH:21]=2)(=[O:19])=[O:18])[CH:3]=1.[C:27]([NH2:31])(=[O:30])[CH:28]=[CH2:29].C1(C)C=CC=CC=1P(C1C=CC=CC=1C)C1C=CC=CC=1C.[CH2:54]([N:56](CC)CC)C. Product: [N:56]1[CH:54]=[CH:14][CH:13]=[CH:12][C:11]=1[C:8]1[CH:9]=[C:10]2[C:2]([CH:29]=[CH:28][C:27]([NH2:31])=[O:30])=[CH:3][N:4]([S:17]([C:20]3[CH:25]=[CH:24][C:23]([CH3:26])=[CH:22][CH:21]=3)(=[O:19])=[O:18])[C:5]2=[N:6][CH:7]=1. The catalyst class is: 613. (7) Reactant: Cl.C([N:4]1[CH2:9][CH2:8][C:7](=[O:10])[CH:6]([C:11]([OH:13])=[O:12])[CH2:5]1)C.C(N([CH2:19][CH3:20])CC)C.[C:21]1([CH3:31])[CH:26]=[CH:25][C:24]([S:27](Cl)(=[O:29])=[O:28])=[CH:23][CH:22]=1. The catalyst class is: 4. Product: [CH3:31][C:21]1[CH:26]=[CH:25][C:24]([S:27]([N:4]2[CH2:9][CH2:8][C:7](=[O:10])[CH:6]([C:11]([O:13][CH2:19][CH3:20])=[O:12])[CH2:5]2)(=[O:29])=[O:28])=[CH:23][CH:22]=1. (8) Reactant: [N-:1]=[N+:2]=[N-:3].[Na+].[C:5]([O:9][C:10]([N:12]1[CH2:17][CH:16]([CH2:18]OS(C)(=O)=O)[CH2:15][CH:14]([N:24]2[C:33]3[CH:32]=[CH:31][CH:30]=[C:29]([Cl:34])[C:28]=3[C:27]3=[N:35][O:36][C:37]([CH3:38])=[C:26]3[C:25]2=[O:39])[CH2:13]1)=[O:11])([CH3:8])([CH3:7])[CH3:6]. Product: [C:5]([O:9][C:10]([N:12]1[CH2:13][CH:14]([N:24]2[C:33]3[CH:32]=[CH:31][CH:30]=[C:29]([Cl:34])[C:28]=3[C:27]3=[N:35][O:36][C:37]([CH3:38])=[C:26]3[C:25]2=[O:39])[CH2:15][CH:16]([CH2:18][N:1]=[N+:2]=[N-:3])[CH2:17]1)=[O:11])([CH3:8])([CH3:7])[CH3:6]. The catalyst class is: 3.